This data is from NCI-60 drug combinations with 297,098 pairs across 59 cell lines. The task is: Regression. Given two drug SMILES strings and cell line genomic features, predict the synergy score measuring deviation from expected non-interaction effect. (1) Drug 1: CCN(CC)CCNC(=O)C1=C(NC(=C1C)C=C2C3=C(C=CC(=C3)F)NC2=O)C. Drug 2: C1CN(CCN1C(=O)CCBr)C(=O)CCBr. Cell line: NCI/ADR-RES. Synergy scores: CSS=7.56, Synergy_ZIP=-1.59, Synergy_Bliss=0.0984, Synergy_Loewe=-1.42, Synergy_HSA=-0.878. (2) Drug 1: C1=CN(C(=O)N=C1N)C2C(C(C(O2)CO)O)(F)F. Drug 2: CC1CCC2CC(C(=CC=CC=CC(CC(C(=O)C(C(C(=CC(C(=O)CC(OC(=O)C3CCCCN3C(=O)C(=O)C1(O2)O)C(C)CC4CCC(C(C4)OC)OP(=O)(C)C)C)C)O)OC)C)C)C)OC. Cell line: SK-OV-3. Synergy scores: CSS=53.9, Synergy_ZIP=11.5, Synergy_Bliss=11.6, Synergy_Loewe=11.4, Synergy_HSA=15.8. (3) Drug 1: CC1C(C(CC(O1)OC2CC(CC3=C2C(=C4C(=C3O)C(=O)C5=C(C4=O)C(=CC=C5)OC)O)(C(=O)CO)O)N)O.Cl. Drug 2: CC1C(C(CC(O1)OC2CC(CC3=C2C(=C4C(=C3O)C(=O)C5=C(C4=O)C(=CC=C5)OC)O)(C(=O)C)O)N)O.Cl. Cell line: HCC-2998. Synergy scores: CSS=72.2, Synergy_ZIP=2.31, Synergy_Bliss=0.896, Synergy_Loewe=-1.08, Synergy_HSA=4.70. (4) Cell line: HCT116. Drug 2: C1=CC=C(C(=C1)C(C2=CC=C(C=C2)Cl)C(Cl)Cl)Cl. Drug 1: CCC(=C(C1=CC=CC=C1)C2=CC=C(C=C2)OCCN(C)C)C3=CC=CC=C3.C(C(=O)O)C(CC(=O)O)(C(=O)O)O. Synergy scores: CSS=6.60, Synergy_ZIP=0.959, Synergy_Bliss=1.76, Synergy_Loewe=-3.23, Synergy_HSA=0.922. (5) Drug 1: COC1=CC(=CC(=C1O)OC)C2C3C(COC3=O)C(C4=CC5=C(C=C24)OCO5)OC6C(C(C7C(O6)COC(O7)C8=CC=CS8)O)O. Drug 2: CC=C1C(=O)NC(C(=O)OC2CC(=O)NC(C(=O)NC(CSSCCC=C2)C(=O)N1)C(C)C)C(C)C. Cell line: UO-31. Synergy scores: CSS=22.6, Synergy_ZIP=-5.00, Synergy_Bliss=2.30, Synergy_Loewe=4.36, Synergy_HSA=3.60. (6) Drug 1: C1=NC2=C(N1)C(=S)N=C(N2)N. Drug 2: CCN(CC)CCNC(=O)C1=C(NC(=C1C)C=C2C3=C(C=CC(=C3)F)NC2=O)C. Cell line: UACC-257. Synergy scores: CSS=20.3, Synergy_ZIP=-0.557, Synergy_Bliss=2.52, Synergy_Loewe=-2.21, Synergy_HSA=1.52. (7) Drug 1: CC(CN1CC(=O)NC(=O)C1)N2CC(=O)NC(=O)C2. Drug 2: C1=C(C(=O)NC(=O)N1)N(CCCl)CCCl. Cell line: A549. Synergy scores: CSS=48.3, Synergy_ZIP=-6.81, Synergy_Bliss=-4.44, Synergy_Loewe=-1.76, Synergy_HSA=1.18. (8) Synergy scores: CSS=-4.40, Synergy_ZIP=1.48, Synergy_Bliss=-2.07, Synergy_Loewe=-6.63, Synergy_HSA=-7.05. Drug 2: C1=CN(C=N1)CC(O)(P(=O)(O)O)P(=O)(O)O. Cell line: ACHN. Drug 1: C1=CC(=CC=C1C#N)C(C2=CC=C(C=C2)C#N)N3C=NC=N3. (9) Drug 1: CNC(=O)C1=NC=CC(=C1)OC2=CC=C(C=C2)NC(=O)NC3=CC(=C(C=C3)Cl)C(F)(F)F. Drug 2: C1C(C(OC1N2C=NC(=NC2=O)N)CO)O. Cell line: MDA-MB-231. Synergy scores: CSS=8.61, Synergy_ZIP=-1.43, Synergy_Bliss=4.75, Synergy_Loewe=-0.0677, Synergy_HSA=3.32.